Dataset: Reaction yield outcomes from USPTO patents with 853,638 reactions. Task: Predict the reaction yield, written as a fraction of the theoretical maximum amount of product (1.0 means a 100% yield; for example, 0.34 means a 34% yield). (1) The reactants are [NH2:1][C:2]1[S:3][C:4]2[C:10]([C:11]3[CH:16]=[CH:15][CH:14]=[CH:13][CH:12]=3)=[CH:9][CH:8]=[C:7]([O:17][CH3:18])[C:5]=2[N:6]=1.[C:19](Cl)(=[O:26])[C:20]1[CH:25]=[CH:24][CH:23]=[CH:22][CH:21]=1.Cl. The catalyst is N1C=CC=CC=1. The product is [CH3:18][O:17][C:7]1[C:5]2[N:6]=[C:2]([NH:1][C:19](=[O:26])[C:20]3[CH:25]=[CH:24][CH:23]=[CH:22][CH:21]=3)[S:3][C:4]=2[C:10]([C:11]2[CH:16]=[CH:15][CH:14]=[CH:13][CH:12]=2)=[CH:9][CH:8]=1. The yield is 0.690. (2) The reactants are [OH:1][CH:2]=[C:3]([CH:6]=O)[CH:4]=O.Cl.[F:9][C:10]([F:15])([F:14])[CH2:11][NH:12][NH2:13]. The catalyst is CO.Cl. The product is [F:9][C:10]([F:15])([F:14])[CH2:11][N:12]1[CH:6]=[C:3]([CH:2]=[O:1])[CH:4]=[N:13]1. The yield is 0.830.